Dataset: Peptide-MHC class I binding affinity with 185,985 pairs from IEDB/IMGT. Task: Regression. Given a peptide amino acid sequence and an MHC pseudo amino acid sequence, predict their binding affinity value. This is MHC class I binding data. (1) The peptide sequence is HIDPMWKVL. The MHC is HLA-A80:01 with pseudo-sequence HLA-A80:01. The binding affinity (normalized) is 0.0847. (2) The peptide sequence is LFVAAAYIV. The MHC is HLA-B27:05 with pseudo-sequence HLA-B27:05. The binding affinity (normalized) is 0.0847.